Dataset: Reaction yield outcomes from USPTO patents with 853,638 reactions. Task: Predict the reaction yield, written as a fraction of the theoretical maximum amount of product (1.0 means a 100% yield; for example, 0.34 means a 34% yield). The reactants are [CH3:1][O:2][C:3]1[C:11]([CH3:12])=[C:10]2[C:6]([C:7](=[O:13])[O:8][CH2:9]2)=[C:5]([O:14][CH2:15][CH2:16][Si:17]([CH3:20])([CH3:19])[CH3:18])[C:4]=1[CH2:21][CH:22]=[C:23]([CH3:29])[CH2:24][P:25](=[O:28])([OH:27])[OH:26].[C:30]1(O)[CH:35]=[CH:34][CH:33]=[CH:32][CH:31]=1.[CH:37]1(N=C=N[CH:37]2[CH2:42][CH2:41][CH2:40][CH2:39][CH2:38]2)[CH2:42][CH2:41][CH2:40][CH2:39][CH2:38]1. The catalyst is CN(C=O)C.CN(C1C=CN=CC=1)C. The product is [C:30]1([O:28][P:25]([CH2:24][C:23]([CH3:29])=[CH:22][CH2:21][C:4]2[C:5]([O:14][CH2:15][CH2:16][Si:17]([CH3:19])([CH3:20])[CH3:18])=[C:6]3[C:10](=[C:11]([CH3:12])[C:3]=2[O:2][CH3:1])[CH2:9][O:8][C:7]3=[O:13])(=[O:26])[O:27][C:37]2[CH:42]=[CH:41][CH:40]=[CH:39][CH:38]=2)[CH:35]=[CH:34][CH:33]=[CH:32][CH:31]=1. The yield is 0.210.